This data is from Full USPTO retrosynthesis dataset with 1.9M reactions from patents (1976-2016). The task is: Predict the reactants needed to synthesize the given product. (1) The reactants are: [CH:1]1([N:4]2[C:12]3[C:7](=[CH:8][CH:9]=[C:10]([C:13]([NH:15][NH2:16])=[O:14])[CH:11]=3)[C:6]([CH3:18])([CH3:17])[C:5]2=[O:19])[CH2:3][CH2:2]1.[O:20]1[CH2:23][CH:22]([C:24](O)=O)[CH2:21]1. Given the product [CH:1]1([N:4]2[C:12]3[C:7](=[CH:8][CH:9]=[C:10]([C:13]4[O:14][C:24]([CH:22]5[CH2:23][O:20][CH2:21]5)=[N:16][N:15]=4)[CH:11]=3)[C:6]([CH3:17])([CH3:18])[C:5]2=[O:19])[CH2:2][CH2:3]1, predict the reactants needed to synthesize it. (2) Given the product [ClH:59].[C:36]1([C:40]2[CH:41]=[CH:42][C:43]3[N:44]([C:46]([CH2:49][C:26]4[CH:25]=[C:24]5[C:29](=[CH:28][CH:27]=4)[CH:18]=[N:23][CH:22]=[CH:21]5)=[N:47][N:48]=3)[N:45]=2)[CH:35]=[CH:34][CH:33]=[CH:38][CH:37]=1, predict the reactants needed to synthesize it. The reactants are: COC1C=C2C(C(NCC3N4N=[C:21]([C:24]5[CH:29]=[CH:28][CH:27]=[CH:26][CH:25]=5)[CH:22]=[N:23][C:18]4=NN=3)=CC=N2)=NC=1.CN1C[C:38]2[C:33](=[CH:34][CH:35]=[C:36]([C:40]3[CH:41]=[CH:42][C:43]4[N:44]([C:46]([CH2:49]NC(=O)OC(C)(C)C)=[N:47][N:48]=4)[N:45]=3)[CH:37]=2)C1=O.[ClH:59]. (3) Given the product [C:8]([O:12][C:13]([N:15]1[CH2:20][CH2:19][CH:18]([C:21]2[O:29][C:28]3=[N:27][CH:26]=[C:25]([Cl:39])[N:24]=[C:23]3[CH:22]=2)[CH2:17][CH2:16]1)=[O:14])([CH3:11])([CH3:10])[CH3:9], predict the reactants needed to synthesize it. The reactants are: FC(F)(F)C(O)=O.[C:8]([O:12][C:13]([N:15]1[CH2:20][CH2:19][CH:18]([C:21]#[C:22][C:23]2[C:28](=[O:29])[N:27](CC3C=CC(OC)=CC=3)[CH:26]=[C:25]([Cl:39])[N:24]=2)[CH2:17][CH2:16]1)=[O:14])([CH3:11])([CH3:10])[CH3:9]. (4) Given the product [C:6]([C:8]1[CH:13]=[CH:12][C:11]([NH:14][C:27]([C:25]2[CH:24]=[CH:23][C:22]3[N:18]([CH3:17])[N:19]=[N:20][C:21]=3[CH:26]=2)=[O:29])=[CH:10][CH:9]=1)([C:5]1[CH:15]=[CH:16][C:2]([NH:1][C:27]([C:25]2[CH:24]=[CH:23][C:22]3[N:18]([CH3:17])[N:19]=[N:20][C:21]=3[CH:26]=2)=[O:29])=[CH:3][CH:4]=1)=[O:7], predict the reactants needed to synthesize it. The reactants are: [NH2:1][C:2]1[CH:16]=[CH:15][C:5]([C:6]([C:8]2[CH:13]=[CH:12][C:11]([NH2:14])=[CH:10][CH:9]=2)=[O:7])=[CH:4][CH:3]=1.[CH3:17][N:18]1[C:22]2[CH:23]=[CH:24][C:25]([C:27]([O-:29])=O)=[CH:26][C:21]=2[N:20]=[N:19]1. (5) Given the product [Br:1][C:2]1[CH:8]=[CH:7][C:5]([NH:6][NH2:13])=[C:4]([C:9]([F:10])([F:11])[F:12])[CH:3]=1, predict the reactants needed to synthesize it. The reactants are: [Br:1][C:2]1[CH:8]=[CH:7][C:5]([NH2:6])=[C:4]([C:9]([F:12])([F:11])[F:10])[CH:3]=1.[N:13]([O-])=O.[Na+].O.O.[Sn](Cl)Cl. (6) Given the product [Cl:1][C:2]1[CH:25]=[CH:24][C:5]([O:6][CH:7]2[CH2:12][CH2:11][N:10]([C:13]([C:15]3[CH:23]=[CH:22][C:18]([C:19]([N:30]([CH2:29][CH2:28][O:27][CH3:26])[CH3:31])=[O:21])=[CH:17][CH:16]=3)=[O:14])[CH2:9][CH2:8]2)=[CH:4][CH:3]=1, predict the reactants needed to synthesize it. The reactants are: [Cl:1][C:2]1[CH:25]=[CH:24][C:5]([O:6][CH:7]2[CH2:12][CH2:11][N:10]([C:13]([C:15]3[CH:23]=[CH:22][C:18]([C:19]([OH:21])=O)=[CH:17][CH:16]=3)=[O:14])[CH2:9][CH2:8]2)=[CH:4][CH:3]=1.[CH3:26][O:27][CH2:28][CH2:29][NH:30][CH3:31]. (7) Given the product [Cl:1][C:2]1[CH:8]=[CH:7][C:5]([NH:6][C:12](=[O:13])[O:14][C:15]([CH3:18])([CH3:17])[CH3:16])=[CH:4][C:3]=1[N+:9]([O-:11])=[O:10], predict the reactants needed to synthesize it. The reactants are: [Cl:1][C:2]1[CH:8]=[CH:7][C:5]([NH2:6])=[CH:4][C:3]=1[N+:9]([O-:11])=[O:10].[C:12](O[C:12]([O:14][C:15]([CH3:18])([CH3:17])[CH3:16])=[O:13])([O:14][C:15]([CH3:18])([CH3:17])[CH3:16])=[O:13]. (8) Given the product [Br:25][C:26]1[CH:27]=[C:28]2[C:29](=[CH:33][CH:34]=1)[C:30](=[O:31])[N:36]([C:37]1([C:43]([F:46])([F:45])[F:44])[CH2:42][CH2:41][CH2:40][CH2:39][CH2:38]1)[CH2:35]2, predict the reactants needed to synthesize it. The reactants are: F[P-](F)(F)(F)(F)F.N1(OC(N(C)C)=[N+](C)C)C2N=CC=CC=2N=N1.[Br:25][C:26]1[CH:34]=[CH:33][C:29]([C:30](O)=[O:31])=[C:28]([CH2:35][NH:36][C:37]2([C:43]([F:46])([F:45])[F:44])[CH2:42][CH2:41][CH2:40][CH2:39][CH2:38]2)[CH:27]=1.O. (9) Given the product [C:6]([Si:10]([CH3:21])([CH3:20])[O:11][C:12]1[C:17]([F:18])=[C:16]([CH:15]=[CH:14][C:13]=1[F:19])[CH:25]=[O:26])([CH3:9])([CH3:8])[CH3:7], predict the reactants needed to synthesize it. The reactants are: C([Li])(CC)C.[C:6]([Si:10]([CH3:21])([CH3:20])[O:11][C:12]1[C:13]([F:19])=[CH:14][CH:15]=[CH:16][C:17]=1[F:18])([CH3:9])([CH3:8])[CH3:7].CN([CH:25]=[O:26])C.[Cl-].[NH4+].